From a dataset of Reaction yield outcomes from USPTO patents with 853,638 reactions. Predict the reaction yield, written as a fraction of the theoretical maximum amount of product (1.0 means a 100% yield; for example, 0.34 means a 34% yield). (1) The reactants are [Cl:1][C:2]1[C:3]([CH3:11])=[CH:4][C:5]2[N:6]([CH:8]=[CH:9][N:10]=2)[N:7]=1.[Br:12]Br. The catalyst is C(O)(=O)C. The product is [Br:12][C:8]1[N:6]2[N:7]=[C:2]([Cl:1])[C:3]([CH3:11])=[CH:4][C:5]2=[N:10][CH:9]=1. The yield is 0.698. (2) The reactants are [C:1]([C:3]1[CH:4]=[N:5][CH:6]=[C:7]([O:9][CH3:10])[CH:8]=1)#[CH:2].[F:11][C:12]1[CH:17]=[CH:16][C:15](I)=[CH:14][C:13]=1[F:19].C(N(CC)CC)C. The catalyst is C1(C=CC=CC=1)[P](C1C=CC=CC=1)(C1C=CC=CC=1)[Pd][P](C1C=CC=CC=1)(C1C=CC=CC=1)C1C=CC=CC=1.[Cu]I. The product is [F:11][C:12]1[CH:17]=[C:16]([C:2]#[C:1][C:3]2[CH:4]=[N:5][CH:6]=[C:7]([O:9][CH3:10])[CH:8]=2)[CH:15]=[CH:14][C:13]=1[F:19]. The yield is 0.940. (3) The reactants are Br[C:2]1[CH:7]=[CH:6][CH:5]=[CH:4][CH:3]=1.[Mg].II.[CH:11]([C:13]1[C:21]2[O:20][CH2:19][CH:18]([C:22]3[CH:27]=[CH:26][C:25]([CH:28]([CH3:30])[CH3:29])=[CH:24][CH:23]=3)[C:17]=2[C:16]([CH3:31])=[C:15]([NH:32][C:33](=[O:39])[CH2:34][C:35]([CH3:38])([CH3:37])[CH3:36])[C:14]=1[CH3:40])=[O:12]. The catalyst is C1COCC1. The product is [OH:12][CH:11]([C:2]1[CH:7]=[CH:6][CH:5]=[CH:4][CH:3]=1)[C:13]1[C:21]2[O:20][CH2:19][CH:18]([C:22]3[CH:27]=[CH:26][C:25]([CH:28]([CH3:30])[CH3:29])=[CH:24][CH:23]=3)[C:17]=2[C:16]([CH3:31])=[C:15]([NH:32][C:33](=[O:39])[CH2:34][C:35]([CH3:38])([CH3:37])[CH3:36])[C:14]=1[CH3:40]. The yield is 0.990. (4) The reactants are [OH:1][C:2]([C:43]1[S:44][CH:45]=[CH:46][CH:47]=1)([C:38]1[S:39][CH:40]=[CH:41][CH:42]=1)[C:3]([O:5][C@H:6]1[CH2:11][CH2:10][C@H:9]([N:12]([CH2:14][CH2:15][O:16][C:17]([NH:19][C:20]2[CH:25]=[C:24]([O:26][CH3:27])[C:23]([CH2:28][O:29][Si](C(C)(C)C)(C)C)=[CH:22][C:21]=2[Cl:37])=[O:18])[CH3:13])[CH2:8][CH2:7]1)=[O:4].Cl.C(=O)([O-])O.[Na+]. The catalyst is C1COCC1. The product is [OH:1][C:2]([C:38]1[S:39][CH:40]=[CH:41][CH:42]=1)([C:43]1[S:44][CH:45]=[CH:46][CH:47]=1)[C:3]([O:5][C@H:6]1[CH2:7][CH2:8][C@H:9]([N:12]([CH2:14][CH2:15][O:16][C:17]([NH:19][C:20]2[CH:25]=[C:24]([O:26][CH3:27])[C:23]([CH2:28][OH:29])=[CH:22][C:21]=2[Cl:37])=[O:18])[CH3:13])[CH2:10][CH2:11]1)=[O:4]. The yield is 0.780. (5) The product is [F:11][C:12]1[C:13]([N+:1]([O-:4])=[O:2])=[C:14]([CH:17]=[C:18]([F:20])[CH:19]=1)[C:15]#[N:16]. The reactants are [N+:1]([O-:4])([O-])=[O:2].[K+].OS(O)(=O)=O.[F:11][C:12]1[CH:13]=[C:14]([CH:17]=[C:18]([F:20])[CH:19]=1)[C:15]#[N:16]. No catalyst specified. The yield is 0.950. (6) The yield is 0.730. The product is [Br:14][C:15]1[C:16]([CH3:22])=[C:17]([NH:18][C:10](=[O:12])[CH2:9][C:4]2[C:3]([O:2][CH3:1])=[CH:8][CH:7]=[CH:6][N:5]=2)[CH:19]=[CH:20][CH:21]=1. The reactants are [CH3:1][O:2][C:3]1[C:4]([CH2:9][C:10]([O-:12])=O)=[N:5][CH:6]=[CH:7][CH:8]=1.[Na+].[Br:14][C:15]1[C:16]([CH3:22])=[C:17]([CH:19]=[CH:20][CH:21]=1)[NH2:18].CCN(C(C)C)C(C)C.CN(C(ON1N=NC2C=CC=NC1=2)=[N+](C)C)C.F[P-](F)(F)(F)(F)F. The catalyst is CN(C=O)C.CCOC(C)=O. (7) The reactants are [C:1]([N:8]1[CH2:12][CH2:11][C@@H:10]([OH:13])[CH2:9]1)([O:3][C:4]([CH3:7])([CH3:6])[CH3:5])=[O:2].[CH3:14][O:15][C:16]1[CH:17]=[C:18](O)[CH:19]=[CH:20][CH:21]=1. No catalyst specified. The product is [CH3:14][O:15][C:16]1[CH:21]=[C:20]([CH:19]=[CH:18][CH:17]=1)[O:13][C@H:10]1[CH2:11][CH2:12][N:8]([C:1]([O:3][C:4]([CH3:7])([CH3:6])[CH3:5])=[O:2])[CH2:9]1. The yield is 0.810. (8) The reactants are C(OC([N:8]1[CH2:13][CH2:12][CH:11]([O:14][C:15]2[CH:20]=[CH:19][C:18]([C:21](=[O:23])[NH2:22])=[CH:17][N:16]=2)[CH2:10][CH2:9]1)=O)(C)(C)C.[ClH:24]. The catalyst is O1CCCC1. The product is [ClH:24].[NH:8]1[CH2:13][CH2:12][CH:11]([O:14][C:15]2[CH:20]=[CH:19][C:18]([C:21]([NH2:22])=[O:23])=[CH:17][N:16]=2)[CH2:10][CH2:9]1. The yield is 0.890. (9) The reactants are [CH3:1][C:2]1[S:3][CH:4]=[CH:5][N:6]=1.C([Li])CCC.[CH2:12]([Sn:16]([CH2:22][CH2:23][CH2:24][CH3:25])([CH2:18][CH2:19][CH2:20][CH3:21])Cl)[CH2:13][CH2:14][CH3:15].C([O-])(O)=O.[Na+]. The catalyst is C1COCC1. The product is [CH3:1][C:2]1[S:3][C:4]([Sn:16]([CH2:18][CH2:19][CH2:20][CH3:21])([CH2:22][CH2:23][CH2:24][CH3:25])[CH2:12][CH2:13][CH2:14][CH3:15])=[CH:5][N:6]=1. The yield is 0.720. (10) The reactants are [H-].[Na+].[CH2:3]([C@@H:5]1[CH2:10][O:9][CH2:8][C@H:7]([OH:11])[C@@H:6]1[OH:12])[CH3:4].[CH2:13](Br)[C:14]1[CH:19]=[CH:18][CH:17]=[CH:16][CH:15]=1.CCOCC.C(OCC)(=O)C. The catalyst is CN(C)C=O.C(OCC)(=O)C.CO. The product is [CH2:13]([O:11][C@@H:7]1[C@H:6]([OH:12])[C@H:5]([CH2:3][CH3:4])[CH2:10][O:9][CH2:8]1)[C:14]1[CH:19]=[CH:18][CH:17]=[CH:16][CH:15]=1. The yield is 0.640.